Dataset: Forward reaction prediction with 1.9M reactions from USPTO patents (1976-2016). Task: Predict the product of the given reaction. (1) Given the reactants [CH3:1][S:2](Cl)(=[O:4])=[O:3].[NH:6]1[CH2:10][CH2:9][C@H:8]([NH:11][C:12](=[O:18])[O:13][C:14]([CH3:17])([CH3:16])[CH3:15])[CH2:7]1.CCN(CC)CC, predict the reaction product. The product is: [CH3:1][S:2]([N:6]1[CH2:10][CH2:9][C@H:8]([NH:11][C:12](=[O:18])[O:13][C:14]([CH3:16])([CH3:15])[CH3:17])[CH2:7]1)(=[O:4])=[O:3]. (2) The product is: [N:42]1([CH2:41][CH2:40][N:38]2[CH:39]=[C:35]([C:13]3[CH:14]=[N:15][C:16]([C:19]4[CH:20]=[C:21]([CH2:25][OH:26])[CH:22]=[CH:23][CH:24]=4)=[N:17][CH:18]=3)[CH:36]=[N:37]2)[CH2:43][CH2:44][O:45][CH2:46][CH2:47]1. Given the reactants O.O.O.P([O-])([O-])([O-])=O.[K+].[K+].[K+].Br[C:13]1[CH:14]=[N:15][C:16]([C:19]2[CH:20]=[C:21]([CH2:25][OH:26])[CH:22]=[CH:23][CH:24]=2)=[N:17][CH:18]=1.CC1(C)C(C)(C)OB([C:35]2[CH:36]=[N:37][N:38]([CH2:40][CH2:41][N:42]3[CH2:47][CH2:46][O:45][CH2:44][CH2:43]3)[CH:39]=2)O1.ClCCl, predict the reaction product. (3) The product is: [C:8]([C:10]1[CH:18]=[CH:17][C:13]([C:14]([O:16][CH3:1])=[O:15])=[C:12]([O:19][CH2:20][CH3:21])[CH:11]=1)#[N:9]. Given the reactants [CH3:1][Si](C=[N+]=[N-])(C)C.[C:8]([C:10]1[CH:18]=[CH:17][C:13]([C:14]([OH:16])=[O:15])=[C:12]([O:19][CH2:20][CH3:21])[CH:11]=1)#[N:9], predict the reaction product. (4) Given the reactants [CH3:1][C:2]1[CH:8]=[C:7]([OH:9])[CH:6]=[CH:5][C:3]=1[OH:4].C(=O)([O-])[O-].[Cs+].[Cs+].[CH3:16][O:17][C:18](=[O:23])[C:19](Br)([CH3:21])[CH3:20], predict the reaction product. The product is: [CH3:16][O:17][C:18](=[O:23])[C:19]([O:4][C:3]1[CH:5]=[CH:6][C:7]([OH:9])=[CH:8][C:2]=1[CH3:1])([CH3:21])[CH3:20]. (5) Given the reactants [CH3:1][Si:2]([C:5]#[CH:6])([CH3:4])[CH3:3].C([Li])CCC.[CH:12]([SiH:15]([CH:17]([CH3:19])[CH3:18])Cl)([CH3:14])[CH3:13], predict the reaction product. The product is: [CH:12]([SiH:15]([CH:17]([CH3:19])[CH3:18])[C:6]#[C:5][Si:2]([CH3:4])([CH3:3])[CH3:1])([CH3:14])[CH3:13]. (6) Given the reactants [I:1][C:2]1[C:10]2[C:9](=[O:11])[NH:8][C:7]([NH:12][C:13](=[O:18])[C:14]([CH3:17])([CH3:16])[CH3:15])=[N:6][C:5]=2[N:4]([CH3:19])[C:3]=1I, predict the reaction product. The product is: [I:1][C:2]1[C:10]2[C:9](=[O:11])[NH:8][C:7]([NH:12][C:13](=[O:18])[C:14]([CH3:15])([CH3:17])[CH3:16])=[N:6][C:5]=2[N:4]([CH3:19])[CH:3]=1. (7) Given the reactants [CH2:1]([O:8][C:9]1[CH:14]=[CH:13][CH:12]=[CH:11][C:10]=1[C:15](=[O:18])[CH2:16]Br)[C:2]1[CH:7]=[CH:6][CH:5]=[CH:4][CH:3]=1.N1C=CC=CC=1.CCCC[N+](CCCC)(CCCC)CCCC.[FH:42].[F-], predict the reaction product. The product is: [CH2:1]([O:8][C:9]1[CH:14]=[CH:13][CH:12]=[CH:11][C:10]=1[C:15](=[O:18])[CH2:16][F:42])[C:2]1[CH:7]=[CH:6][CH:5]=[CH:4][CH:3]=1. (8) Given the reactants [Si:1]([O:18][CH:19]1[CH2:23][CH2:22][C:21]([CH:24]=[O:25])=[CH:20]1)([C:14]([CH3:17])([CH3:16])[CH3:15])([C:8]1[CH:13]=[CH:12][CH:11]=[CH:10][CH:9]=1)[C:2]1[CH:7]=[CH:6][CH:5]=[CH:4][CH:3]=1.CC(=CC)C.P([O-])(O)(O)=[O:32].[Na+].Cl([O-])=O.[Na+].Cl, predict the reaction product. The product is: [Si:1]([O:18][CH:19]1[CH2:23][CH2:22][C:21]([C:24]([OH:32])=[O:25])=[CH:20]1)([C:14]([CH3:17])([CH3:16])[CH3:15])([C:8]1[CH:13]=[CH:12][CH:11]=[CH:10][CH:9]=1)[C:2]1[CH:3]=[CH:4][CH:5]=[CH:6][CH:7]=1. (9) Given the reactants [CH2:1]([O:3][C:4]([C:6]1[C:7]([OH:31])=[C:8]2[C:12](=[CH:13][CH:14]=1)[N:11]([C:15]([O:17][C:18]([CH3:21])([CH3:20])[CH3:19])=[O:16])[N:10]=[C:9]2/[CH:22]=[CH:23]/[C:24]1[CH:29]=[CH:28][C:27]([F:30])=[CH:26][CH:25]=1)=[O:5])[CH3:2].Br[CH2:33][CH2:34][O:35][CH:36]1[CH2:41][CH2:40][CH2:39][CH2:38][O:37]1.C(=O)([O-])[O-].[Cs+].[Cs+].[Cl-].[NH4+], predict the reaction product. The product is: [CH2:1]([O:3][C:4]([C:6]1[C:7]([O:31][CH2:33][CH2:34][O:35][CH:36]2[CH2:41][CH2:40][CH2:39][CH2:38][O:37]2)=[C:8]2[C:12](=[CH:13][CH:14]=1)[N:11]([C:15]([O:17][C:18]([CH3:21])([CH3:19])[CH3:20])=[O:16])[N:10]=[C:9]2/[CH:22]=[CH:23]/[C:24]1[CH:29]=[CH:28][C:27]([F:30])=[CH:26][CH:25]=1)=[O:5])[CH3:2]. (10) Given the reactants [CH2:1]([C@H:3]1[N:12]([CH:13]([CH3:15])[CH3:14])[C:11]2[N:10]=[C:9]([NH:16][C:17]3[CH:18]=[CH:19][C:20]([C:26](O)=[O:27])=[C:21]4[C:25]=3[O:24][CH2:23][CH2:22]4)[N:8]=[CH:7][C:6]=2[N:5]([CH3:29])[C:4]1=[O:30])[CH3:2].F[B-](F)(F)F.N1(OC(N(C)C)=[N+](C)C)C2C=CC=CC=2N=N1.C(N(C(C)C)CC)(C)C.[NH2:62][CH2:63][C@H:64]([OH:73])[CH2:65][N:66]1[CH2:71][CH2:70][N:69]([CH3:72])[CH2:68][CH2:67]1.C(=O)([O-])[O-].[Na+].[Na+], predict the reaction product. The product is: [CH2:1]([C@H:3]1[N:12]([CH:13]([CH3:14])[CH3:15])[C:11]2[N:10]=[C:9]([NH:16][C:17]3[CH:18]=[CH:19][C:20]([C:26]([NH:62][CH2:63][C@H:64]([OH:73])[CH2:65][N:66]4[CH2:67][CH2:68][N:69]([CH3:72])[CH2:70][CH2:71]4)=[O:27])=[C:21]4[C:25]=3[O:24][CH2:23][CH2:22]4)[N:8]=[CH:7][C:6]=2[N:5]([CH3:29])[C:4]1=[O:30])[CH3:2].